The task is: Regression. Given a peptide amino acid sequence and an MHC pseudo amino acid sequence, predict their binding affinity value. This is MHC class I binding data.. This data is from Peptide-MHC class I binding affinity with 185,985 pairs from IEDB/IMGT. (1) The peptide sequence is RQWGMGFLL. The MHC is HLA-B27:20 with pseudo-sequence HLA-B27:20. The binding affinity (normalized) is 1.00. (2) The peptide sequence is LLLCLIFLL. The MHC is HLA-A68:01 with pseudo-sequence HLA-A68:01. The binding affinity (normalized) is 0.116. (3) The peptide sequence is VICSFLVFL. The MHC is HLA-A02:06 with pseudo-sequence HLA-A02:06. The binding affinity (normalized) is 0.495. (4) The peptide sequence is ERYLKDQQL. The MHC is HLA-A03:01 with pseudo-sequence HLA-A03:01. The binding affinity (normalized) is 0. (5) The peptide sequence is LTMVAGAVW. The MHC is HLA-B57:01 with pseudo-sequence HLA-B57:01. The binding affinity (normalized) is 0.454. (6) The peptide sequence is LLMALPHQA. The MHC is HLA-A02:02 with pseudo-sequence HLA-A02:02. The binding affinity (normalized) is 0.634. (7) The peptide sequence is HSVFKGFSDK. The MHC is HLA-A11:01 with pseudo-sequence HLA-A11:01. The binding affinity (normalized) is 0.759.